From a dataset of Full USPTO retrosynthesis dataset with 1.9M reactions from patents (1976-2016). Predict the reactants needed to synthesize the given product. (1) Given the product [C:1]([N:4]1[N:5]([C:6](=[O:8])[CH3:7])[CH:19]=[CH:18][O:17][CH:16]=[CH:15]1)(=[O:3])[CH3:2], predict the reactants needed to synthesize it. The reactants are: [C:1]([NH:4][NH:5][C:6](=[O:8])[CH3:7])(=[O:3])[CH3:2].C(=O)([O-])[O-].[K+].[K+].[CH3:15][CH2:16][O:17][CH2:18][CH:19](Cl)Cl. (2) Given the product [I:7][C:8]1[CH:9]=[CH:10][C:18]([C:17]2[CH:16]=[CH:15][CH:14]=[CH:13][C:12]=2[C:11]([OH:21])=[O:4])=[CH:19][CH:20]=1, predict the reactants needed to synthesize it. The reactants are: CC(C)([O-:4])C.[K+].[I:7][C:8]1[CH:20]=[CH:19][C:18]2[C:17]3[C:12](=[CH:13][CH:14]=[CH:15][CH:16]=3)[C:11](=[O:21])[C:10]=2[CH:9]=1.O.Cl. (3) Given the product [C:6]1(=[O:9])[CH2:5][CH2:4][CH2:3][CH2:2][C:1](=[O:8])[CH2:7]1, predict the reactants needed to synthesize it. The reactants are: [CH:1]12[O:8][CH:7]1[C:6](=[O:9])[CH2:5][CH2:4][CH2:3][CH2:2]2.C1(P(C2C=CC=CC=2)CCP(C2C=CC=CC=2)C2C=CC=CC=2)C=CC=CC=1. (4) The reactants are: Cl.[C:2]1([N:8]([CH2:10][C:11]([O:13][CH2:14][CH3:15])=[O:12])N)[CH:7]=[CH:6][CH:5]=[CH:4][CH:3]=1.O=[C:17]1[CH2:22][CH2:21][CH:20]([C:23]([OH:25])=[O:24])[CH2:19][CH2:18]1. Given the product [CH2:14]([O:13][C:11]([CH2:10][N:8]1[C:17]2[CH2:22][CH2:21][CH:20]([C:23]([OH:25])=[O:24])[CH2:19][C:18]=2[C:7]2[C:2]1=[CH:3][CH:4]=[CH:5][CH:6]=2)=[O:12])[CH3:15], predict the reactants needed to synthesize it. (5) Given the product [CH2:1]=[CH:2][CH2:3][CH3:4].[CH2:1]=[CH:2][CH2:3][CH2:4][CH2:5][CH3:6], predict the reactants needed to synthesize it. The reactants are: [CH2:1]=[CH:2][CH2:3][CH2:4][CH2:5][CH3:6].C=CCC. (6) The reactants are: BrC1C(N2CCN(CC3C=NC=CC=3)CC2)=C2N=C(C3C=CC(CN)=CC=3)NC2=NC=1.[Br:32][C:33]1[C:34]([N:57]2[CH2:62][CH2:61][N:60]([CH2:63][C:64]3[CH:65]=[N:66][CH:67]=[CH:68][CH:69]=3)[CH2:59][CH2:58]2)=[C:35]2[N:41]=[C:40]([C:42]3[CH:43]=[C:44]([CH:54]=[CH:55][CH:56]=3)[CH2:45][NH:46]C(=O)OC(C)(C)C)[NH:39][C:36]2=[N:37][CH:38]=1.C(O)(C(F)(F)F)=O. Given the product [Br:32][C:33]1[C:34]([N:57]2[CH2:58][CH2:59][N:60]([CH2:63][C:64]3[CH:65]=[N:66][CH:67]=[CH:68][CH:69]=3)[CH2:61][CH2:62]2)=[C:35]2[N:41]=[C:40]([C:42]3[CH:43]=[C:44]([CH2:45][NH2:46])[CH:54]=[CH:55][CH:56]=3)[NH:39][C:36]2=[N:37][CH:38]=1, predict the reactants needed to synthesize it. (7) Given the product [Cl:14][C:15]1[CH:16]=[CH:17][C:18]([C:21]2[CH:22]=[CH:23][C:24]([C:27]#[C:28][C:2]3[CH:11]=[CH:10][C:5]([O:6][CH2:7][CH2:8][OH:9])=[C:4]([CH:12]=[CH2:13])[CH:3]=3)=[N:25][CH:26]=2)=[CH:19][CH:20]=1, predict the reactants needed to synthesize it. The reactants are: I[C:2]1[CH:11]=[CH:10][C:5]([O:6][CH2:7][CH2:8][OH:9])=[C:4]([CH:12]=[CH2:13])[CH:3]=1.[Cl:14][C:15]1[CH:20]=[CH:19][C:18]([C:21]2[CH:22]=[CH:23][C:24]([C:27]#[CH:28])=[N:25][CH:26]=2)=[CH:17][CH:16]=1.